This data is from Full USPTO retrosynthesis dataset with 1.9M reactions from patents (1976-2016). The task is: Predict the reactants needed to synthesize the given product. (1) Given the product [C:2]([O:6][C@@H:7]([C:12]1[C:13]([CH3:32])=[CH:14][C:15]2[N:16]([CH:26]=[C:27]([C:29](=[O:31])[NH:56][CH:55]([C:69]#[N:67])[CH2:54][C:53]3[CH:38]=[CH:36][C:37]([F:59])=[CH:51][CH:52]=3)[N:28]=2)[C:17]=1[N:18]1[CH2:23][CH2:22][C:21]([CH3:24])([CH3:25])[CH2:20][CH2:19]1)[C:8]([O:10][CH3:11])=[O:9])([CH3:4])([CH3:5])[CH3:3], predict the reactants needed to synthesize it. The reactants are: [Na+].[C:2]([O:6][C@@H:7]([C:12]1[C:13]([CH3:32])=[CH:14][C:15]2[N:16]([CH:26]=[C:27]([C:29]([O-:31])=O)[N:28]=2)[C:17]=1[N:18]1[CH2:23][CH2:22][C:21]([CH3:25])([CH3:24])[CH2:20][CH2:19]1)[C:8]([O:10][CH3:11])=[O:9])([CH3:5])([CH3:4])[CH3:3].CCN(C(C)C)[CH:36]([CH3:38])[CH3:37].CN(C(ON1N=N[C:52]2[CH:53]=[CH:54][CH:55]=[N:56][C:51]1=2)=[N+](C)C)C.[F:59][P-](F)(F)(F)(F)F.C[N:67]([CH:69]=O)C. (2) Given the product [C:1]1([C:11]2[CH:18]=[CH:17][CH:16]=[CH:15][C:12]=2[CH2:13][Cl:21])[C:10]2[C:5](=[CH:6][CH:7]=[CH:8][CH:9]=2)[CH:4]=[CH:3][CH:2]=1, predict the reactants needed to synthesize it. The reactants are: [C:1]1([C:11]2[CH:18]=[CH:17][CH:16]=[CH:15][C:12]=2[CH2:13]O)[C:10]2[C:5](=[CH:6][CH:7]=[CH:8][CH:9]=2)[CH:4]=[CH:3][CH:2]=1.O=S(Cl)[Cl:21].